This data is from Forward reaction prediction with 1.9M reactions from USPTO patents (1976-2016). The task is: Predict the product of the given reaction. (1) Given the reactants FC(F)(F)S(O[C:7]1[C:8]([C:18](=[O:20])[CH3:19])=[CH:9][C:10]([Cl:17])=[C:11]2[C:16]=1[N:15]=[CH:14][CH:13]=[CH:12]2)(=O)=O.Cl.[NH:24]1[CH2:29][CH2:28][CH:27]([NH:30][S:31]([CH3:34])(=[O:33])=[O:32])[CH2:26][CH2:25]1.C(=O)([O-])[O-].[Cs+].[Cs+], predict the reaction product. The product is: [C:18]([C:8]1[C:7]([N:24]2[CH2:25][CH2:26][CH:27]([NH:30][S:31]([CH3:34])(=[O:32])=[O:33])[CH2:28][CH2:29]2)=[C:16]2[C:11]([CH:12]=[CH:13][CH:14]=[N:15]2)=[C:10]([Cl:17])[CH:9]=1)(=[O:20])[CH3:19]. (2) The product is: [O:15]=[CH:13][C@@H:12]([C@H:11]([C@@H:10]([C@@H:9]([CH2:8][OH:30])[OH:14])[OH:29])[OH:28])[OH:27].[OH:53][CH2:31][C:32]([C@H:33]([C@@H:34]([C@@H:35]([CH2:36][OH:38])[OH:50])[OH:51])[OH:52])=[O:37].[CH2:54]([OH:76])[C@H:55]1[O:60][C@H:59]([O:61][C@:62]2([CH2:71][OH:72])[O:66][C@H:65]([CH2:67][OH:68])[C@@H:64]([OH:69])[C@@H:63]2[OH:70])[C@H:58]([OH:73])[C@@H:57]([OH:74])[C@@H:56]1[OH:75]. Given the reactants NC1C=CC=CC=1.[CH2:8]([OH:30])[C@H:9]1[O:14][C@H:13]([O:15]C[C@H]2OC(O)(CO)[C@@H](O)[C@@H]2O)[C@H:12]([OH:27])[C@@H:11]([OH:28])[C@@H:10]1[OH:29].[CH2:31]([OH:53])[C@H:32]1[O:37][C@H:36]([O:38]CC([C@@H](O)[C@H](O)[C@H](O)CO)=O)[C@H:35]([OH:50])[C@@H:34]([OH:51])[C@@H:33]1[OH:52].[CH2:54]([OH:76])[C@H:55]1[O:60][C@H:59]([O:61][C@:62]2([CH2:71][OH:72])[O:66][C@H:65]([CH2:67][OH:68])[C@@H:64]([OH:69])[C@@H:63]2[OH:70])[C@H:58]([OH:73])[C@@H:57]([OH:74])[C@@H:56]1[OH:75], predict the reaction product. (3) Given the reactants [O:1]([C@H:9]1[CH2:14][CH2:13][C@H:12]2[C@H:15]3[C@H:24]([CH2:25][CH2:26][C@:10]12[CH3:11])[C:23]1[CH:22]=[CH:21][C:20]([O:27][CH3:28])=[CH:19][C:18]=1[CH:17]([OH:29])[CH2:16]3)[Si:2]([C:5]([CH3:8])([CH3:7])[CH3:6])([CH3:4])[CH3:3], predict the reaction product. The product is: [O:1]([C@H:9]1[CH2:14][CH2:13][C@H:12]2[C@H:15]3[C@H:24]([CH2:25][CH2:26][C@:10]12[CH3:11])[C:23]1[CH:22]=[CH:21][C:20]([O:27][CH3:28])=[CH:19][C:18]=1[C:17](=[O:29])[CH2:16]3)[Si:2]([C:5]([CH3:8])([CH3:7])[CH3:6])([CH3:4])[CH3:3]. (4) Given the reactants C([O:3][C:4](=[O:29])[CH2:5][S:6][C:7]1[S:11][C:10]([NH:12][C:13]([N:15]([CH:24]2[CH2:28][CH2:27][CH2:26][CH2:25]2)[C@H:16]2[CH2:21][CH2:20][C@H:19]([O:22][CH3:23])[CH2:18][CH2:17]2)=[O:14])=[N:9][CH:8]=1)C.[OH-].[Na+], predict the reaction product. The product is: [CH:24]1([N:15]([C@H:16]2[CH2:17][CH2:18][C@H:19]([O:22][CH3:23])[CH2:20][CH2:21]2)[C:13](=[O:14])[NH:12][C:10]2[S:11][C:7]([S:6][CH2:5][C:4]([OH:29])=[O:3])=[CH:8][N:9]=2)[CH2:25][CH2:26][CH2:27][CH2:28]1. (5) Given the reactants [CH3:1][O:2][C:3]1[CH:4]=[CH:5][CH:6]=[C:7]2[C:12]=1[N:11]=[CH:10][C:9](C(OCC)=O)=[CH:8]2.C([N:20](CC)CC)C.C1(P(N=[N+]=[N-])(C2C=CC=CC=2)=O)C=CC=CC=1.[NH4+].[OH-], predict the reaction product. The product is: [CH3:1][O:2][C:3]1[CH:4]=[CH:5][CH:6]=[C:7]2[C:12]=1[N:11]=[CH:10][C:9]([NH2:20])=[CH:8]2. (6) Given the reactants [C:1]([NH:4][NH:5][C:6](=[O:17])[C:7]1[CH:12]=[CH:11][C:10]([CH3:13])=[C:9]([N+:14]([O-:16])=[O:15])[CH:8]=1)(=O)[CH3:2], predict the reaction product. The product is: [CH3:2][C:1]1[O:17][C:6]([C:7]2[CH:12]=[CH:11][C:10]([CH3:13])=[C:9]([N+:14]([O-:16])=[O:15])[CH:8]=2)=[N:5][N:4]=1.